Dataset: Full USPTO retrosynthesis dataset with 1.9M reactions from patents (1976-2016). Task: Predict the reactants needed to synthesize the given product. Given the product [Br:24][C:22]1[CH:23]=[C:18]([NH:16][C:13]2[CH:14]=[CH:15][N:11]([CH2:10][CH2:9][O:8][Si:1]([C:4]([CH3:7])([CH3:5])[CH3:6])([CH3:3])[CH3:2])[N:12]=2)[C:19](=[O:26])[N:20]([CH3:25])[CH:21]=1, predict the reactants needed to synthesize it. The reactants are: [Si:1]([O:8][CH2:9][CH2:10][N:11]1[CH:15]=[CH:14][C:13]([NH2:16])=[N:12]1)([C:4]([CH3:7])([CH3:6])[CH3:5])([CH3:3])[CH3:2].Br[C:18]1[C:19](=[O:26])[N:20]([CH3:25])[CH:21]=[C:22]([Br:24])[CH:23]=1.CC1(C)C2C(=C(P(C3C=CC=CC=3)C3C=CC=CC=3)C=CC=2)OC2C(P(C3C=CC=CC=3)C3C=CC=CC=3)=CC=CC1=2.C([O-])([O-])=O.[Cs+].[Cs+].